This data is from NCI-60 drug combinations with 297,098 pairs across 59 cell lines. The task is: Regression. Given two drug SMILES strings and cell line genomic features, predict the synergy score measuring deviation from expected non-interaction effect. (1) Drug 1: CCC1=CC2CC(C3=C(CN(C2)C1)C4=CC=CC=C4N3)(C5=C(C=C6C(=C5)C78CCN9C7C(C=CC9)(C(C(C8N6C)(C(=O)OC)O)OC(=O)C)CC)OC)C(=O)OC.C(C(C(=O)O)O)(C(=O)O)O. Drug 2: COC1=NC(=NC2=C1N=CN2C3C(C(C(O3)CO)O)O)N. Cell line: M14. Synergy scores: CSS=36.9, Synergy_ZIP=3.90, Synergy_Bliss=3.56, Synergy_Loewe=-44.6, Synergy_HSA=-1.31. (2) Drug 1: CC1C(C(CC(O1)OC2CC(OC(C2O)C)OC3=CC4=CC5=C(C(=O)C(C(C5)C(C(=O)C(C(C)O)O)OC)OC6CC(C(C(O6)C)O)OC7CC(C(C(O7)C)O)OC8CC(C(C(O8)C)O)(C)O)C(=C4C(=C3C)O)O)O)O. Drug 2: CC(C)CN1C=NC2=C1C3=CC=CC=C3N=C2N. Cell line: BT-549. Synergy scores: CSS=37.4, Synergy_ZIP=2.83, Synergy_Bliss=0.0929, Synergy_Loewe=-6.64, Synergy_HSA=-5.67. (3) Drug 1: C1CN(CCN1C(=O)CCBr)C(=O)CCBr. Cell line: SK-MEL-2. Drug 2: C1=NNC2=C1C(=O)NC=N2. Synergy scores: CSS=39.4, Synergy_ZIP=-11.7, Synergy_Bliss=-6.86, Synergy_Loewe=-4.99, Synergy_HSA=0.166. (4) Drug 1: CC12CCC(CC1=CCC3C2CCC4(C3CC=C4C5=CN=CC=C5)C)O. Drug 2: CN(CC1=CN=C2C(=N1)C(=NC(=N2)N)N)C3=CC=C(C=C3)C(=O)NC(CCC(=O)O)C(=O)O. Cell line: UO-31. Synergy scores: CSS=29.7, Synergy_ZIP=-6.59, Synergy_Bliss=-1.12, Synergy_Loewe=-1.66, Synergy_HSA=3.01. (5) Drug 1: CC1=C(C(CCC1)(C)C)C=CC(=CC=CC(=CC(=O)O)C)C. Drug 2: C(CN)CNCCSP(=O)(O)O. Cell line: MDA-MB-231. Synergy scores: CSS=0.0665, Synergy_ZIP=0.172, Synergy_Bliss=-0.0793, Synergy_Loewe=-1.20, Synergy_HSA=-0.247. (6) Drug 1: CC1=C(C=C(C=C1)NC(=O)C2=CC=C(C=C2)CN3CCN(CC3)C)NC4=NC=CC(=N4)C5=CN=CC=C5. Drug 2: CNC(=O)C1=NC=CC(=C1)OC2=CC=C(C=C2)NC(=O)NC3=CC(=C(C=C3)Cl)C(F)(F)F. Cell line: PC-3. Synergy scores: CSS=-4.48, Synergy_ZIP=1.88, Synergy_Bliss=-1.32, Synergy_Loewe=-5.22, Synergy_HSA=-5.38. (7) Drug 1: CC1OCC2C(O1)C(C(C(O2)OC3C4COC(=O)C4C(C5=CC6=C(C=C35)OCO6)C7=CC(=C(C(=C7)OC)O)OC)O)O. Drug 2: CC(C1=C(C=CC(=C1Cl)F)Cl)OC2=C(N=CC(=C2)C3=CN(N=C3)C4CCNCC4)N. Cell line: MCF7. Synergy scores: CSS=27.1, Synergy_ZIP=-9.25, Synergy_Bliss=-2.66, Synergy_Loewe=-5.84, Synergy_HSA=-1.05. (8) Drug 1: CNC(=O)C1=CC=CC=C1SC2=CC3=C(C=C2)C(=NN3)C=CC4=CC=CC=N4. Drug 2: C1C(C(OC1N2C=NC(=NC2=O)N)CO)O. Cell line: HL-60(TB). Synergy scores: CSS=41.5, Synergy_ZIP=-12.9, Synergy_Bliss=-17.3, Synergy_Loewe=-24.9, Synergy_HSA=-13.6. (9) Drug 1: CC1OCC2C(O1)C(C(C(O2)OC3C4COC(=O)C4C(C5=CC6=C(C=C35)OCO6)C7=CC(=C(C(=C7)OC)O)OC)O)O. Drug 2: C1C(C(OC1N2C=NC3=C2NC=NCC3O)CO)O. Cell line: NCI-H226. Synergy scores: CSS=12.2, Synergy_ZIP=-7.19, Synergy_Bliss=-1.10, Synergy_Loewe=-1.46, Synergy_HSA=0.401.